This data is from Full USPTO retrosynthesis dataset with 1.9M reactions from patents (1976-2016). The task is: Predict the reactants needed to synthesize the given product. Given the product [CH:3](=[N:10][C:11]([CH2:3][CH2:4][CH2:5][CH3:6])([CH2:17][CH2:18][CH2:19][CH3:20])[C:12]([O:14][CH2:15][CH3:16])=[O:13])[C:4]1[CH:9]=[CH:8][CH:7]=[CH:6][CH:5]=1, predict the reactants needed to synthesize it. The reactants are: [H-].[Na+].[CH:3](=[N:10][CH:11]([CH2:17][CH2:18][CH2:19][CH3:20])[C:12]([O:14][CH2:15][CH3:16])=[O:13])[C:4]1[CH:9]=[CH:8][CH:7]=[CH:6][CH:5]=1.O.[Cl-].[NH4+].